Task: Predict the reaction yield, written as a fraction of the theoretical maximum amount of product (1.0 means a 100% yield; for example, 0.34 means a 34% yield).. Dataset: Reaction yield outcomes from USPTO patents with 853,638 reactions (1) The reactants are [NH2:1][C@@:2]([C:8]1[C:13]([F:14])=[C:12]([Si:15]([CH2:20][CH3:21])([CH2:18][CH3:19])[CH2:16][CH3:17])[CH:11]=[C:10]([Br:22])[N:9]=1)([CH:5]([F:7])[F:6])[CH2:3][OH:4].C(=O)([O-])[O-].[Na+].[Na+].[Cl:29][CH2:30][C:31](Cl)=[O:32]. The catalyst is ClCCl. The product is [Br:22][C:10]1[N:9]=[C:8]([C@@:2]([NH:1][C:31](=[O:32])[CH2:30][Cl:29])([CH2:3][OH:4])[CH:5]([F:6])[F:7])[C:13]([F:14])=[C:12]([Si:15]([CH2:20][CH3:21])([CH2:18][CH3:19])[CH2:16][CH3:17])[CH:11]=1. The yield is 0.910. (2) The reactants are ClC1C=CC=C(C(OO)=[O:9])C=1.[Cl:12][C:13]1[CH:21]=[CH:20][C:16]([C:17]([OH:19])=[O:18])=[CH:15][N:14]=1. The catalyst is C(Cl)(Cl)Cl. The product is [Cl:12][C:13]1[CH:21]=[CH:20][C:16]([C:17]([OH:19])=[O:18])=[CH:15][N+:14]=1[O-:9]. The yield is 0.930. (3) The product is [OH:2][NH:1][S:9]([C:5]1[CH:4]=[N:3][CH:8]=[CH:7][CH:6]=1)(=[O:11])=[O:10]. The yield is 0.297. The reactants are [NH2:1][OH:2].[N:3]1[CH:8]=[CH:7][CH:6]=[C:5]([S:9](Cl)(=[O:11])=[O:10])[CH:4]=1. The catalyst is O1CCCC1.ClCCl. (4) The reactants are [C:1]([O:5][C:6](=[O:16])[CH:7]([CH2:11][S:12](Cl)(=[O:14])=[O:13])[CH:8]([CH3:10])[CH3:9])([CH3:4])([CH3:3])[CH3:2].[CH3:17][O:18][C:19]1[CH:20]=[C:21]2[C:25](=[CH:26][CH:27]=1)[NH:24][C:23]1[CH2:28][NH:29][CH2:30][CH2:31][C:22]2=1.C(N(CC)CC)C. The catalyst is ClCCl. The product is [C:1]([O:5][C:6](=[O:16])[CH:7]([CH2:11][S:12]([N:29]1[CH2:30][CH2:31][C:22]2[C:21]3[C:25](=[CH:26][CH:27]=[C:19]([O:18][CH3:17])[CH:20]=3)[NH:24][C:23]=2[CH2:28]1)(=[O:14])=[O:13])[CH:8]([CH3:10])[CH3:9])([CH3:4])([CH3:3])[CH3:2]. The yield is 0.660. (5) The catalyst is C(#N)C. The product is [Br:1][C:2]1[CH:3]=[C:4]([C:7]([O:9][CH2:10][CH3:11])=[O:8])[NH:5][C:6]=1[C:17]#[N:16]. The yield is 0.740. The reactants are [Br:1][C:2]1[CH:3]=[C:4]([C:7]([O:9][CH2:10][CH3:11])=[O:8])[NH:5][CH:6]=1.ClS([N:16]=[C:17]=O)(=O)=O. (6) The reactants are [C:1]([O:5][C:6](=[O:20])[CH2:7][NH:8][CH2:9][C:10]1[CH:15]=[CH:14][C:13]([N+:16]([O-:18])=[O:17])=[CH:12][C:11]=1[NH2:19])([CH3:4])([CH3:3])[CH3:2].I[CH3:22]. The catalyst is C1COCC1. The product is [C:1]([O:5][C:6](=[O:20])[CH2:7][N:8]([CH2:9][C:10]1[CH:15]=[CH:14][C:13]([N+:16]([O-:18])=[O:17])=[CH:12][C:11]=1[NH2:19])[CH3:22])([CH3:4])([CH3:2])[CH3:3]. The yield is 0.670. (7) The reactants are C(Cl)(=O)C(Cl)=O.CS(C)=O.[OH:11][CH:12]([C@@H:24]([NH:38][C:39](=[O:55])[O:40][CH2:41][C:42]1([CH2:48][C:49]2[CH:54]=[CH:53][CH:52]=[CH:51][CH:50]=2)[CH2:47][CH2:46][CH2:45][CH2:44][CH2:43]1)[CH2:25][CH2:26][CH2:27][CH2:28][NH:29][C:30]([N:32]1[CH2:37][CH2:36][O:35][CH2:34][CH2:33]1)=[O:31])[C:13](=[O:23])[NH:14][C@@H:15]([C:17]1[CH:22]=[CH:21][CH:20]=[CH:19][CH:18]=1)[CH3:16].C(N(CC)CC)C. The yield is 0.820. The product is [N:32]1([C:30]([NH:29][CH2:28][CH2:27][CH2:26][CH2:25][C@H:24]([NH:38][C:39](=[O:55])[O:40][CH2:41][C:42]2([CH2:48][C:49]3[CH:50]=[CH:51][CH:52]=[CH:53][CH:54]=3)[CH2:43][CH2:44][CH2:45][CH2:46][CH2:47]2)[C:12](=[O:11])[C:13](=[O:23])[NH:14][C@@H:15]([C:17]2[CH:18]=[CH:19][CH:20]=[CH:21][CH:22]=2)[CH3:16])=[O:31])[CH2:37][CH2:36][O:35][CH2:34][CH2:33]1. The catalyst is ClCCl.